This data is from Full USPTO retrosynthesis dataset with 1.9M reactions from patents (1976-2016). The task is: Predict the reactants needed to synthesize the given product. Given the product [C:1]([N:4]1[CH:9]([CH2:10][N:29]2[CH2:30][CH2:31][CH2:32][CH2:33][S:28]2(=[O:35])=[O:34])[CH2:8][N:7]([CH2:19][C:20]2[CH:21]=[CH:22][C:23]([F:26])=[CH:24][CH:25]=2)[C:6](=[O:27])[CH2:5]1)(=[O:3])[CH3:2], predict the reactants needed to synthesize it. The reactants are: [C:1]([N:4]1[CH:9]([CH2:10]OCC2C=CC=CC=2)[CH2:8][N:7]([CH2:19][C:20]2[CH:25]=[CH:24][C:23]([F:26])=[CH:22][CH:21]=2)[C:6](=[O:27])[CH2:5]1)(=[O:3])[CH3:2].[S:28]1(=[O:35])(=[O:34])[CH2:33][CH2:32][CH2:31][CH2:30][NH:29]1.C(C=P(CCCC)(CCCC)CCCC)#N.